From a dataset of Full USPTO retrosynthesis dataset with 1.9M reactions from patents (1976-2016). Predict the reactants needed to synthesize the given product. (1) Given the product [N:1]1([C:19]([O:21][CH2:22][C:23]2[CH:28]=[CH:27][CH:26]=[CH:25][CH:24]=2)=[O:20])[CH:10]2[CH:5]([CH2:6][CH2:7][CH2:8][CH2:9]2)[NH:4][CH2:3][CH2:2]1, predict the reactants needed to synthesize it. The reactants are: [NH:1]1[C@@H:10]2[C@@H:5]([CH2:6][CH2:7][CH2:8][CH2:9]2)[NH:4][CH2:3][CH2:2]1.C(N(CC)CC)C.Cl[C:19]([O:21][CH2:22][C:23]1[CH:28]=[CH:27][CH:26]=[CH:25][CH:24]=1)=[O:20]. (2) Given the product [NH2:1][C:2]1[C:11]([C:25]2[S:24][C:23]3[CH:36]=[CH:37][C:20]([NH:19][C:18]([O:17][C:13]([CH3:16])([CH3:15])[CH3:14])=[O:38])=[CH:21][C:22]=3[CH:26]=2)=[CH:10][C:5]([C:6]([O:8][CH3:9])=[O:7])=[CH:4][N:3]=1, predict the reactants needed to synthesize it. The reactants are: [NH2:1][C:2]1[C:11](I)=[CH:10][C:5]([C:6]([O:8][CH3:9])=[O:7])=[CH:4][N:3]=1.[C:13]([O:17][C:18](=[O:38])[NH:19][C:20]1[CH:37]=[CH:36][C:23]2[S:24][C:25](B3OC(C)(C)C(C)(C)O3)=[CH:26][C:22]=2[CH:21]=1)([CH3:16])([CH3:15])[CH3:14].C(=O)([O-])[O-].[Na+].[Na+].C1C=CC(P(C2C=CC=CC=2)C2C=CC=CC=2)=CC=1. (3) Given the product [NH2:21][C:18]1[CH:17]=[CH:16][C:15]([CH2:14][C@H:9]([NH:8][C:6]([O:5][C:1]([CH3:4])([CH3:3])[CH3:2])=[O:7])[C:10]([O:12][CH3:13])=[O:11])=[CH:20][CH:19]=1, predict the reactants needed to synthesize it. The reactants are: [C:1]([O:5][C:6]([NH:8][C@@H:9]([CH2:14][C:15]1[CH:20]=[CH:19][C:18]([N+:21]([O-])=O)=[CH:17][CH:16]=1)[C:10]([O:12][CH3:13])=[O:11])=[O:7])([CH3:4])([CH3:3])[CH3:2].[Cl-].[NH4+].